This data is from Experimentally validated miRNA-target interactions with 360,000+ pairs, plus equal number of negative samples. The task is: Binary Classification. Given a miRNA mature sequence and a target amino acid sequence, predict their likelihood of interaction. (1) The miRNA is hsa-miR-4680-5p with sequence AGAACUCUUGCAGUCUUAGAUGU. The protein sequence of the target gene is MNFETSRCATLQYCPDPYIQRFIETPAHFSWKESYYRSAMSQSTQTSEFLSPEVFQHIWDFLEQPICSVQPIELNFVDEPSENGATNKIEISMDCIRMQDSDLSDPMWPQYTNLGLLNSMDQQIQNGSSSTSPYNTDHAQNSVTAPSPYAQPSSTFDALSPSPAIPSNTDYPGPHSFDVSFQQSSTAKSATWTYSTELKKLYCQIAKTCPIQIKVMTPPPQGAVIRAMPVYKKAEHVTEVVKRCPNHELSREFNEGQIAPPSHLIRVEGNSHAQYVEDPITGRQSVLVPYEPPQVGTEFT.... Result: 0 (no interaction). (2) The miRNA is hsa-miR-873-3p with sequence GGAGACUGAUGAGUUCCCGGGA. The protein sequence of the target gene is MAICQFFLQGRCRFGDRCWNEHPGARGAGGGRQQPQQQPSGNNRRGWNTTSQRYSNVIQPSSFSKSTPWGGSRDQEKPYFSSFDSGASTNRKEGFGLSENPFASLSPDEQKDEKKLLEGIVKDMEVWESSGQWMFSVYSPVKKKPNISGFTDISPEELRLEYHNFLTSNNLQSYLNSVQRLINQWRNRVNELKSLNISTKVALLSDVKDGVNQAAPAFGFGSSQAATFMSPGFPVNNSSSDNAQNFSFKTNSGFAAASSGSPAGFGSSPAFGAAASTSSGISTSAPAFGFGKPEVTSAAS.... Result: 1 (interaction).